From a dataset of Forward reaction prediction with 1.9M reactions from USPTO patents (1976-2016). Predict the product of the given reaction. (1) Given the reactants [C:1]([O:8][CH3:9])(=[O:7])[CH2:2][C:3]([O:5][CH3:6])=[O:4].[H-].[Na+].[Cl:12][C:13]1[CH:18]=[C:17]([N+:19]([O-:21])=[O:20])[C:16](Cl)=[CH:15][C:14]=1[NH:23][C:24](=[O:26])[CH3:25], predict the reaction product. The product is: [C:24]([NH:23][C:14]1[C:13]([Cl:12])=[CH:18][C:17]([N+:19]([O-:21])=[O:20])=[C:16]([CH:2]([C:1]([O:8][CH3:9])=[O:7])[C:3]([O:5][CH3:6])=[O:4])[CH:15]=1)(=[O:26])[CH3:25]. (2) Given the reactants C([N-]C(C)C)(C)C.[Li+].[CH3:9][C:10]1[CH:17]=[CH:16][C:13]([C:14]#[N:15])=[C:12]([C:18]([F:21])([F:20])[F:19])[CH:11]=1.[C:22](=[O:24])=[O:23].[Cl-].[NH4+].Cl, predict the reaction product. The product is: [C:14]([C:13]1[CH:16]=[CH:17][C:10]([CH2:9][C:22]([OH:24])=[O:23])=[CH:11][C:12]=1[C:18]([F:19])([F:20])[F:21])#[N:15].